Dataset: Full USPTO retrosynthesis dataset with 1.9M reactions from patents (1976-2016). Task: Predict the reactants needed to synthesize the given product. (1) Given the product [C:20]([OH:41])(=[O:19])[CH3:26].[O:19]1[C:20]2[CH:26]=[CH:25][CH:24]=[CH:23][C:21]=2[CH2:22][NH:16][CH2:17][CH2:18]1, predict the reactants needed to synthesize it. The reactants are: BrCCCS(C1C=CC(C([N:16]2[CH2:22][C:21]3[CH:23]=[C:24](C4C=CC5N=C(C)NC=5C=4)[CH:25]=[CH:26][C:20]=3[O:19][CH2:18][CH2:17]2)=O)=CC=1)(=O)=O.CN(C=[O:41])C. (2) Given the product [CH3:23][Si:24]([CH3:32])([CH3:31])[C:25]1[C:12]([C:8]2[CH:7]=[N:6][CH:11]=[CH:10][CH:9]=2)=[N:13][O:14][C:26]=1[Si:27]([CH3:30])([CH3:29])[CH3:28], predict the reactants needed to synthesize it. The reactants are: C1COCC1.[N:6]1[CH:11]=[CH:10][CH:9]=[C:8]([CH:12]=[N:13][OH:14])[CH:7]=1.ClN1C(=O)CCC1=O.[CH3:23][Si:24]([CH3:32])([CH3:31])[C:25]#[C:26][Si:27]([CH3:30])([CH3:29])[CH3:28].